Dataset: Reaction yield outcomes from USPTO patents with 853,638 reactions. Task: Predict the reaction yield, written as a fraction of the theoretical maximum amount of product (1.0 means a 100% yield; for example, 0.34 means a 34% yield). (1) The reactants are Br[C:2]1[CH:3]=[C:4]2[C:8](=[C:9]([CH3:11])[CH:10]=1)[NH:7][N:6]=[CH:5]2.[H-].[Na+].C([Li])(CC)C.C1CCCCC1.Cl.[C:26](=O)(O)[O-:27].[Na+]. The catalyst is CN(C)C=O.O1CCCC1. The product is [CH3:11][C:9]1[CH:10]=[C:2]([CH:26]=[O:27])[CH:3]=[C:4]2[C:8]=1[NH:7][N:6]=[CH:5]2. The yield is 0.650. (2) The reactants are [C:1]([CH2:4][CH2:5][C:6]1[C:7]([CH3:27])=[C:8](C(O)=O)[NH:9][C:10]=1[CH:11]=[C:12]1[C:20]2[C:15](=[CH:16][CH:17]=[C:18]([O:21][CH3:22])[CH:19]=2)[NH:14][C:13]1=[O:23])([OH:3])=[O:2].[OH-].[K+].O.Cl. The catalyst is C(O)CO. The product is [CH3:22][O:21][C:18]1[CH:19]=[C:20]2[C:15](=[CH:16][CH:17]=1)[NH:14][C:13](=[O:23])[C:12]2=[CH:11][C:10]1[NH:9][CH:8]=[C:7]([CH3:27])[C:6]=1[CH2:5][CH2:4][C:1]([OH:3])=[O:2]. The yield is 0.140. (3) The reactants are [F:1][C:2]1[CH:3]=[C:4]([C:8]([C:10]2[C:19]([N+:20]([O-])=O)=[C:18]3[C:13]([CH:14]=[CH:15][CH:16]=[N:17]3)=[CH:12][CH:11]=2)=[O:9])[CH:5]=[CH:6][CH:7]=1. The catalyst is C1COCC1.[Pd]. The product is [NH2:20][C:19]1[C:10]([C:8]([C:4]2[CH:5]=[CH:6][CH:7]=[C:2]([F:1])[CH:3]=2)=[O:9])=[CH:11][CH:12]=[C:13]2[C:18]=1[N:17]=[CH:16][CH:15]=[CH:14]2. The yield is 0.480. (4) The reactants are Br[C:2]1[CH:3]=[C:4]2[CH:10]=[C:9](C3C(F)=CC=CC=3Cl)[NH:8][C:5]2=[N:6][CH:7]=1.[B:19]1([B:19]2[O:23][C:22]([CH3:25])([CH3:24])[C:21]([CH3:27])([CH3:26])[O:20]2)[O:23][C:22]([CH3:25])([CH3:24])[C:21]([CH3:27])([CH3:26])[O:20]1.C([O-])(=O)C.[K+]. The catalyst is O1CCOCC1. The product is [CH3:26][C:21]1([CH3:27])[C:22]([CH3:25])([CH3:24])[O:23][B:19]([C:2]2[CH:3]=[C:4]3[CH:10]=[CH:9][NH:8][C:5]3=[N:6][CH:7]=2)[O:20]1. The yield is 0.700. (5) The reactants are [O:1]=[C:2]1[CH:11]=[C:10]([C:12]([F:15])([F:14])[F:13])[C:9]2[C:4](=[CH:5][CH:6]=[C:7]([CH2:16][C:17]3[CH:22]=[CH:21][C:20]([S:23](Cl)(=[O:25])=[O:24])=[CH:19][CH:18]=3)[CH:8]=2)[NH:3]1.[CH2:27]([NH2:34])[C:28]1[CH:33]=[CH:32][CH:31]=[CH:30][CH:29]=1. No catalyst specified. The product is [CH2:27]([NH:34][S:23]([C:20]1[CH:21]=[CH:22][C:17]([CH2:16][C:7]2[CH:8]=[C:9]3[C:4](=[CH:5][CH:6]=2)[NH:3][C:2](=[O:1])[CH:11]=[C:10]3[C:12]([F:15])([F:14])[F:13])=[CH:18][CH:19]=1)(=[O:25])=[O:24])[C:28]1[CH:33]=[CH:32][CH:31]=[CH:30][CH:29]=1. The yield is 0.610. (6) The reactants are [Br:1][C:2]1[C:3]2[CH2:10][CH2:9][C:8](=[O:11])[C:4]=2[CH:5]=[N:6][CH:7]=1.[CH3:12][Mg]Br.[NH4+].[Cl-]. The catalyst is C1COCC1. The product is [Br:1][C:2]1[C:3]2[CH2:10][CH2:9][C:8]([CH3:12])([OH:11])[C:4]=2[CH:5]=[N:6][CH:7]=1. The yield is 0.400. (7) The catalyst is C1COCC1. The product is [C:14]1([CH2:13][C:12]([C:9]2[CH:8]=[CH:7][C:6]([CH:2]=[O:1])=[CH:11][CH:10]=2)=[O:20])[CH:15]=[CH:16][CH:17]=[CH:18][CH:19]=1. The yield is 0.430. The reactants are [O:1]1CCO[CH:2]1[C:6]1[CH:11]=[CH:10][C:9]([C:12](=[O:20])[CH2:13][C:14]2[CH:19]=[CH:18][CH:17]=[CH:16][CH:15]=2)=[CH:8][CH:7]=1.Cl.CCOC(C)=O.